This data is from Forward reaction prediction with 1.9M reactions from USPTO patents (1976-2016). The task is: Predict the product of the given reaction. Given the reactants Br[CH2:2][CH2:3][CH2:4][N:5]1[C:14]2[C:9](=[CH:10][C:11]([C:15]3[C:16]4[N:17]([N:23]=[C:24]([C:26]([F:29])([F:28])[F:27])[CH:25]=4)[C:18]([O:21][CH3:22])=[CH:19][CH:20]=3)=[CH:12][CH:13]=2)[CH:8]=[CH:7][C:6]1=[O:30].[CH3:31][NH:32][CH3:33], predict the reaction product. The product is: [CH3:31][N:32]([CH3:33])[CH2:2][CH2:3][CH2:4][N:5]1[C:14]2[C:9](=[CH:10][C:11]([C:15]3[C:16]4[N:17]([N:23]=[C:24]([C:26]([F:29])([F:28])[F:27])[CH:25]=4)[C:18]([O:21][CH3:22])=[CH:19][CH:20]=3)=[CH:12][CH:13]=2)[CH:8]=[CH:7][C:6]1=[O:30].